From a dataset of Reaction yield outcomes from USPTO patents with 853,638 reactions. Predict the reaction yield, written as a fraction of the theoretical maximum amount of product (1.0 means a 100% yield; for example, 0.34 means a 34% yield). (1) The reactants are [CH2:1](C([SnH3])=C(CCCC)CCCC)[CH2:2]CC.Br[C:17]1[CH:22]=[C:21]([O:23][CH:24]([F:26])[F:25])[CH:20]=[C:19]([F:27])[CH:18]=1.[Cl-].[Li+].[OH-].[Na+]. The catalyst is C1COCC1.Cl[Pd](Cl)([P](C1C=CC=CC=1)(C1C=CC=CC=1)C1C=CC=CC=1)[P](C1C=CC=CC=1)(C1C=CC=CC=1)C1C=CC=CC=1. The product is [F:27][C:19]1[CH:18]=[C:17]([CH:1]=[CH2:2])[CH:22]=[C:21]([O:23][CH:24]([F:26])[F:25])[CH:20]=1. The yield is 0.570. (2) The reactants are [O:1]=[C:2]1[N:13]2[C:14]3[C:9]([CH2:10][CH2:11][CH2:12]2)=[CH:8][CH:7]=[CH:6][C:5]=3[CH:4]=[C:3]1[C:15]([O:17][CH2:18][CH3:19])=[O:16].C(O[CH2:24][C:25]([CH2:27][Si](C)(C)C)=[CH2:26])(=O)C.C(OP(OCC)OCC)C. The catalyst is O1CCCC1.C([O-])(=O)C.[Pd+2].C([O-])(=O)C. The product is [CH2:24]=[C:25]1[CH2:27][C@@:3]2([C:15]([O:17][CH2:18][CH3:19])=[O:16])[C:2](=[O:1])[N:13]3[CH2:12][CH2:11][CH2:10][C:9]4[CH:8]=[CH:7][CH:6]=[C:5]([C:14]3=4)[C@H:4]2[CH2:26]1. The yield is 0.870. (3) The reactants are C[O:2][CH2:3][CH2:4][NH:5][C:6]1[C:7]([C:11]2[N:15]([C:16]3[CH:21]=[CH:20][CH:19]=[C:18]([C:22]([F:25])([F:24])[F:23])[CH:17]=3)[C:14](=[O:26])[O:13][N:12]=2)=[N:8][O:9][N:10]=1.B(Br)(Br)Br.C(=O)(O)[O-].[Na+].C(OCC)(=O)C. The catalyst is ClCCl.O. The product is [OH:2][CH2:3][CH2:4][NH:5][C:6]1[C:7]([C:11]2[N:15]([C:16]3[CH:21]=[CH:20][CH:19]=[C:18]([C:22]([F:24])([F:23])[F:25])[CH:17]=3)[C:14](=[O:26])[O:13][N:12]=2)=[N:8][O:9][N:10]=1. The yield is 0.810. (4) The reactants are [CH3:1][O:2][C:3]1([C:6]([NH2:8])=[O:7])[CH2:5][CH2:4]1.C[Si]([N-][Si](C)(C)C)(C)C.[Li+].Cl[C:20]([O:22][C:23]([CH3:25])=[CH2:24])=[O:21]. The catalyst is C1COCC1. The product is [CH3:1][O:2][C:3]1([C:6]([NH:8][C:20](=[O:21])[O:22][C:23]([CH3:25])=[CH2:24])=[O:7])[CH2:5][CH2:4]1. The yield is 1.06. (5) The reactants are [CH2:1]([O:3][C:4]([C:6]1[C:15](=[O:16])[C:14]2[C:9](=[C:10](Br)[CH:11]=[CH:12][C:13]=2[O:17][CH3:18])[NH:8][CH:7]=1)=[O:5])[CH3:2].C([O-])(=O)C.[Na+]. The catalyst is C(O)(=O)C.[Pd]. The product is [CH2:1]([O:3][C:4]([C:6]1[C:15](=[O:16])[C:14]2[C:9](=[CH:10][CH:11]=[CH:12][C:13]=2[O:17][CH3:18])[NH:8][CH:7]=1)=[O:5])[CH3:2]. The yield is 0.570. (6) The reactants are [CH:1]1([C:6]([O:8][CH3:9])=[O:7])[CH2:5][CH:4]=[CH:3][CH2:2]1.C(=O)([O-])[O-].[Ca+2].[Br:15]N1C(=O)CCC1=O.[OH2:23]. The catalyst is C(#N)C. The product is [Br:15][CH:3]1[CH:4]([OH:23])[CH2:5][CH:1]([C:6]([O:8][CH3:9])=[O:7])[CH2:2]1. The yield is 0.900.